This data is from Peptide-MHC class I binding affinity with 185,985 pairs from IEDB/IMGT. The task is: Regression. Given a peptide amino acid sequence and an MHC pseudo amino acid sequence, predict their binding affinity value. This is MHC class I binding data. (1) The peptide sequence is FPIPTEVVA. The MHC is HLA-A02:11 with pseudo-sequence HLA-A02:11. The binding affinity (normalized) is 0.0847. (2) The peptide sequence is VLEKKVCAI. The MHC is HLA-A02:01 with pseudo-sequence HLA-A02:01. The binding affinity (normalized) is 0.332. (3) The peptide sequence is FRYCAPPGY. The MHC is Mamu-B17 with pseudo-sequence Mamu-B17. The binding affinity (normalized) is 0.360.